This data is from Forward reaction prediction with 1.9M reactions from USPTO patents (1976-2016). The task is: Predict the product of the given reaction. (1) Given the reactants [CH3:1][S:2][C:3](SC)=[C:4]([CH2:17][CH2:18][CH3:19])[C:5]([C:7]1[NH:11][C:10]2[CH:12]=[CH:13][C:14]([CH3:16])=[CH:15][C:9]=2[N:8]=1)=O.O.[NH2:23][NH2:24], predict the reaction product. The product is: [CH3:16][C:14]1[CH:13]=[CH:12][C:10]2[NH:11][C:7]([C:5]3[C:4]([CH2:17][CH2:18][CH3:19])=[C:3]([S:2][CH3:1])[NH:24][N:23]=3)=[N:8][C:9]=2[CH:15]=1. (2) Given the reactants [C:1]([N:4]1[CH2:10][CH2:9][CH2:8][NH:7][CH2:6][CH2:5]1)(=[O:3])[CH3:2].CCN(C(C)C)C(C)C.F[C:21]1[CH:26]=[CH:25][C:24]([N+:27]([O-:29])=[O:28])=[CH:23][CH:22]=1, predict the reaction product. The product is: [C:1]([N:4]1[CH2:10][CH2:9][CH2:8][N:7]([C:21]2[CH:26]=[CH:25][C:24]([N+:27]([O-:29])=[O:28])=[CH:23][CH:22]=2)[CH2:6][CH2:5]1)(=[O:3])[CH3:2]. (3) Given the reactants [CH3:1][C:2]([C:8]1[CH:13]=[CH:12][CH:11]=[CH:10][CH:9]=1)([CH3:7])[CH2:3][C:4]([OH:6])=[O:5].[C:14](=O)([O-])[O-].[Cs+].[Cs+].C1COCC1.CI, predict the reaction product. The product is: [CH3:7][C:2]([C:8]1[CH:9]=[CH:10][CH:11]=[CH:12][CH:13]=1)([CH3:1])[CH2:3][C:4]([O:6][CH3:14])=[O:5].